Dataset: Full USPTO retrosynthesis dataset with 1.9M reactions from patents (1976-2016). Task: Predict the reactants needed to synthesize the given product. (1) The reactants are: Cl[C:2]1[C:3]2[C:4](=[CH:19][N:20](CC3C=CC(OC)=CC=3)[N:21]=2)[N:5]=[C:6]([C:8]2[CH:18]=[CH:17][C:11]3[O:12][CH2:13][C:14](=O)[NH:15][C:10]=3[CH:9]=2)[N:7]=1.[O:31]1[CH2:36][CH2:35][N:34]([C:37]2[CH:43]=[CH:42][C:40]([NH2:41])=[CH:39][CH:38]=2)[CH2:33][CH2:32]1.Cl. Given the product [O:12]1[CH2:13][CH2:14][NH:15][C:10]2[CH:9]=[C:8]([C:6]3[N:7]=[C:2]([NH:41][C:40]4[CH:39]=[CH:38][C:37]([N:34]5[CH2:35][CH2:36][O:31][CH2:32][CH2:33]5)=[CH:43][CH:42]=4)[C:3]4[NH:21][N:20]=[CH:19][C:4]=4[N:5]=3)[CH:18]=[CH:17][C:11]1=2, predict the reactants needed to synthesize it. (2) Given the product [CH3:17][O:16][C:13]1[CH:14]=[CH:15][C:10]([CH2:9][O:8][C:3]2[C:2]([N:22]3[CH2:23][CH2:24][CH:19]([OH:18])[CH2:20][CH2:21]3)=[CH:7][CH:6]=[CH:5][N:4]=2)=[CH:11][CH:12]=1, predict the reactants needed to synthesize it. The reactants are: Br[C:2]1[C:3]([O:8][CH2:9][C:10]2[CH:15]=[CH:14][C:13]([O:16][CH3:17])=[CH:12][CH:11]=2)=[N:4][CH:5]=[CH:6][CH:7]=1.[OH:18][CH:19]1[CH2:24][CH2:23][NH:22][CH2:21][CH2:20]1.C1(P(C2C=CC=CC=2)C2C=CC3C(=CC=CC=3)C=2C2C3C(=CC=CC=3)C=CC=2P(C2C=CC=CC=2)C2C=CC=CC=2)C=CC=CC=1.CC(C)([O-])C.[Na+]. (3) Given the product [F:1][CH2:2][C:3]1([C:17]([O:19][CH2:20][CH3:21])=[O:18])[CH2:8][CH2:7][C:6]([B:22]2[O:26][C:25]([CH3:28])([CH3:27])[C:24]([CH3:30])([CH3:29])[O:23]2)=[CH:5][CH2:4]1, predict the reactants needed to synthesize it. The reactants are: [F:1][CH2:2][C:3]1([C:17]([O:19][CH2:20][CH3:21])=[O:18])[CH2:8][CH2:7][C:6](OS(C(F)(F)F)(=O)=O)=[CH:5][CH2:4]1.[B:22]1([B:22]2[O:26][C:25]([CH3:28])([CH3:27])[C:24]([CH3:30])([CH3:29])[O:23]2)[O:26][C:25]([CH3:28])([CH3:27])[C:24]([CH3:30])([CH3:29])[O:23]1.C([O-])(=O)C.[K+]. (4) The reactants are: [Cl:1][C:2]1[N:7]=[N:6][C:5]([NH:8][NH2:9])=[CH:4][CH:3]=1.[N:10]1[C:19]2[C:14](=[CH:15][C:16]([CH2:20][C:21](O)=O)=[CH:17][CH:18]=2)[CH:13]=[CH:12][CH:11]=1.Cl. Given the product [Cl:1][C:2]1[CH:3]=[CH:4][C:5]2[N:6]([C:21]([CH2:20][C:16]3[CH:15]=[C:14]4[C:19](=[CH:18][CH:17]=3)[N:10]=[CH:11][CH:12]=[CH:13]4)=[N:9][N:8]=2)[N:7]=1, predict the reactants needed to synthesize it.